Dataset: Rat liver microsome stability data. Task: Regression/Classification. Given a drug SMILES string, predict its absorption, distribution, metabolism, or excretion properties. Task type varies by dataset: regression for continuous measurements (e.g., permeability, clearance, half-life) or binary classification for categorical outcomes (e.g., BBB penetration, CYP inhibition). Dataset: rlm. (1) The drug is COc1cc([C@@H]2CCN(CC(N)=O)C[C@@H]2O)ccc1Nc1ncc2ccc(-c3ccccc3OC)n2n1. The result is 0 (unstable in rat liver microsomes). (2) The molecule is CCCNCC(O)COc1ccccc1C(=O)CCc1ccccc1. The result is 1 (stable in rat liver microsomes). (3) The drug is CCOc1ccc(CCNC(=O)c2cc3ccccc3n2Cc2cccc(C)c2)cc1OCC. The result is 1 (stable in rat liver microsomes). (4) The molecule is COc1cc2c(=O)n(Cc3ccccc3C#N)c(N3CCC[C@@H](N)C3)nc2cc1F. The result is 0 (unstable in rat liver microsomes). (5) The compound is Cc1cccc(OCC(=O)Nc2ccc3nc(Nc4cccc(Cl)c4)cc(C)c3c2)c1. The result is 0 (unstable in rat liver microsomes). (6) The result is 1 (stable in rat liver microsomes). The compound is Cc1ccnc(NC(=S)N2CCN(c3cccc(C(F)(F)F)c3)CC2)c1. (7) The compound is CS(=O)(=O)c1ccc(C(=O)NCCC(c2ccc(F)cc2)c2ccc(S(C)(=O)=O)cc2)cc1. The result is 0 (unstable in rat liver microsomes). (8) The molecule is CNS(=O)(=O)c1ccc(-c2ccc(O[C@H]3O[C@H](CO)[C@@H](O)[C@H](O)[C@@H]3O)cc2)cc1. The result is 0 (unstable in rat liver microsomes). (9) The molecule is CC(C)(O)CCc1ccc(OCc2cc(-c3cccc(OC(F)F)c3)c3ncccc3c2)cc1. The result is 0 (unstable in rat liver microsomes).